From a dataset of Full USPTO retrosynthesis dataset with 1.9M reactions from patents (1976-2016). Predict the reactants needed to synthesize the given product. (1) Given the product [C:1]([C:5]1[N:10]=[CH:9][C:8]([C:11]2[N:12]([C:32]([N:34]3[CH2:35][CH2:36][CH:37]([CH2:40][C:41]([N:51]([CH2:52][CH:53]([CH3:55])[CH3:54])[CH2:47][CH:48]([CH3:50])[CH3:49])=[O:43])[CH2:38][CH2:39]3)=[O:33])[C@@:13]([C:25]3[CH:26]=[CH:27][C:28]([Cl:31])=[CH:29][CH:30]=3)([CH3:24])[C@@:14]([C:17]3[CH:22]=[CH:21][C:20]([Cl:23])=[CH:19][CH:18]=3)([CH3:16])[N:15]=2)=[C:7]([O:44][CH2:45][CH3:46])[CH:6]=1)([CH3:2])([CH3:3])[CH3:4], predict the reactants needed to synthesize it. The reactants are: [C:1]([C:5]1[N:10]=[CH:9][C:8]([C:11]2[N:12]([C:32]([N:34]3[CH2:39][CH2:38][CH:37]([CH2:40][C:41]([OH:43])=O)[CH2:36][CH2:35]3)=[O:33])[C@@:13]([C:25]3[CH:30]=[CH:29][C:28]([Cl:31])=[CH:27][CH:26]=3)([CH3:24])[C@@:14]([C:17]3[CH:22]=[CH:21][C:20]([Cl:23])=[CH:19][CH:18]=3)([CH3:16])[N:15]=2)=[C:7]([O:44][CH2:45][CH3:46])[CH:6]=1)([CH3:4])([CH3:3])[CH3:2].[CH2:47]([NH:51][CH2:52][CH:53]([CH3:55])[CH3:54])[CH:48]([CH3:50])[CH3:49]. (2) Given the product [C:30]([N:27]1[CH2:26][CH2:25][CH:24]([N:16]([C@H:17]2[CH2:18][CH2:19][C@H:20]([CH3:23])[CH2:21][CH2:22]2)[C:14](=[O:15])[NH:13][C:11]2[S:12][C:8]([S:7][CH2:6][CH2:5][C:4]([OH:33])=[O:3])=[CH:9][N:10]=2)[CH2:29][CH2:28]1)(=[O:32])[CH3:31], predict the reactants needed to synthesize it. The reactants are: C([O:3][C:4](=[O:33])[CH2:5][CH2:6][S:7][C:8]1[S:12][C:11]([NH:13][C:14]([N:16]([CH:24]2[CH2:29][CH2:28][N:27]([C:30](=[O:32])[CH3:31])[CH2:26][CH2:25]2)[CH:17]2[CH2:22][CH2:21][CH:20]([CH3:23])[CH2:19][CH2:18]2)=[O:15])=[N:10][CH:9]=1)C.CC1CCC(NC2CCN(C(=O)C)CC2)CC1.C(OC(=O)CCSC1SC(N)=NC=1)C. (3) The reactants are: O[CH2:2][C:3]1[CH:8]=[CH:7][N:6]=[C:5]([C:9]([NH:11][CH3:12])=[O:10])[CH:4]=1.S(Cl)([Cl:15])=O. Given the product [ClH:15].[Cl:15][CH2:2][C:3]1[CH:8]=[CH:7][N:6]=[C:5]([C:9]([NH:11][CH3:12])=[O:10])[CH:4]=1, predict the reactants needed to synthesize it. (4) Given the product [Cl:1][C:2]1[CH:3]=[C:4]([NH:5][S:13]([CH3:12])(=[O:15])=[O:14])[CH:6]=[CH:7][C:8]=1[N+:9]([O-:11])=[O:10], predict the reactants needed to synthesize it. The reactants are: [Cl:1][C:2]1[CH:3]=[C:4]([CH:6]=[CH:7][C:8]=1[N+:9]([O-:11])=[O:10])[NH2:5].[CH3:12][S:13](Cl)(=[O:15])=[O:14].N1C=CC=CC=1. (5) Given the product [Br:1][C:2]1[S:3][C:4]([C:15]2[N:19]=[CH:18][N:17]([CH:26]3[CH2:27][CH2:28][CH2:29][CH2:30][O:25]3)[N:16]=2)=[C:5]([CH2:7][C:8]2[CH:13]=[CH:12][C:11]([Cl:14])=[CH:10][CH:9]=2)[N:6]=1, predict the reactants needed to synthesize it. The reactants are: [Br:1][C:2]1[S:3][C:4]([C:15]2[NH:19][CH:18]=[N:17][N:16]=2)=[C:5]([CH2:7][C:8]2[CH:13]=[CH:12][C:11]([Cl:14])=[CH:10][CH:9]=2)[N:6]=1.O1CCCC1.[O:25]1[CH:30]=[CH:29][CH2:28][CH2:27][CH2:26]1.O.C1(C)C=CC(S(O)(=O)=O)=CC=1. (6) Given the product [CH2:5]([C:3]1[CH2:4][CH:2]=1)[CH2:6][CH2:7][CH2:8][CH2:9][CH3:10], predict the reactants needed to synthesize it. The reactants are: Br[C:2]1(Br)[CH2:4][C:3]1(Br)[CH2:5][CH2:6][CH2:7][CH2:8][CH2:9][CH3:10].C[Li].O. (7) Given the product [CH2:1]([C:3]1[N:7]([C:8]2[CH:13]=[CH:12][CH:11]=[CH:10][C:9]=2[F:14])[N:6]=[N:5][C:4]=1[C:15]1[O:17][N:21]=[C:20]([C:22]2[CH:27]=[CH:26][CH:25]=[CH:24][CH:23]=2)[N:19]=1)[CH3:2], predict the reactants needed to synthesize it. The reactants are: [CH2:1]([C:3]1[N:7]([C:8]2[CH:13]=[CH:12][CH:11]=[CH:10][C:9]=2[F:14])[N:6]=[N:5][C:4]=1[C:15]([OH:17])=O)[CH3:2].O[N:19]=[C:20]([C:22]1[CH:27]=[CH:26][CH:25]=[CH:24][CH:23]=1)[NH2:21].